Dataset: Reaction yield outcomes from USPTO patents with 853,638 reactions. Task: Predict the reaction yield, written as a fraction of the theoretical maximum amount of product (1.0 means a 100% yield; for example, 0.34 means a 34% yield). (1) The reactants are [CH2:1]([C:5]([CH3:12])([CH:9]([OH:11])[CH3:10])[CH:6]([OH:8])[CH3:7])[CH2:2][CH2:3][CH3:4].N1C=C[CH:16]=[CH:15][CH:14]=1.[C:19](Cl)(=[O:26])[C:20]1[CH:25]=[CH:24][CH:23]=[CH:22][CH:21]=1.[O:28]1[CH2:32][CH2:31][CH2:30][CH2:29]1. No catalyst specified. The product is [C:19]([O:11][CH:9]([C:5]([CH2:1][CH2:2][CH2:3][CH3:4])([CH3:12])[CH:6]([O:8][C:32](=[O:28])[C:31]1[CH:16]=[CH:15][CH:14]=[CH:29][CH:30]=1)[CH3:7])[CH3:10])(=[O:26])[C:20]1[CH:25]=[CH:24][CH:23]=[CH:22][CH:21]=1. The yield is 0.950. (2) The reactants are C[O:2][C:3]([C:5]1[CH:20]=[CH:19][C:8]2[N:9]([CH2:13][O:14][CH2:15][CH2:16][O:17][CH3:18])[C:10]([Cl:12])=[N:11][C:7]=2[CH:6]=1)=[O:4].C1COCC1.O[Li].O. The catalyst is O. The product is [Cl:12][C:10]1[N:9]([CH2:13][O:14][CH2:15][CH2:16][O:17][CH3:18])[C:8]2[CH:19]=[CH:20][C:5]([C:3]([OH:4])=[O:2])=[CH:6][C:7]=2[N:11]=1. The yield is 0.860. (3) The reactants are [OH:1][C:2]1[CH:11]=[CH:10][C:5]2[N:6]=[C:7]([SH:9])[O:8][C:4]=2[CH:3]=1.[C:12](=O)(O)[O-].[Na+].S(OC)(OC)(=O)=O. The catalyst is O. The product is [OH:1][C:2]1[CH:11]=[CH:10][C:5]2[N:6]=[C:7]([S:9][CH3:12])[O:8][C:4]=2[CH:3]=1. The yield is 0.250. (4) The reactants are [NH2:1][CH2:2][C:3]1[CH:4]=[C:5]([C:9]2[N:10]([CH3:21])[C:11]3[C:16]([C:17]=2[C:18]#[N:19])=[CH:15][CH:14]=[C:13]([Cl:20])[CH:12]=3)[CH:6]=[N:7][CH:8]=1.[CH:22]([S:25](Cl)(=[O:27])=[O:26])([CH3:24])[CH3:23].C(N(CC)CC)C. The catalyst is ClCCl. The product is [NH4+:1].[OH-:26].[Cl:20][C:13]1[CH:12]=[C:11]2[C:16]([C:17]([C:18]#[N:19])=[C:9]([C:5]3[CH:4]=[C:3]([CH2:2][NH:1][S:25]([CH:22]([CH3:24])[CH3:23])(=[O:27])=[O:26])[CH:8]=[N:7][CH:6]=3)[N:10]2[CH3:21])=[CH:15][CH:14]=1. The yield is 0.00100. (5) The reactants are CS(O[CH2:6][CH2:7][N:8]1[CH:12]=[C:11]([C:13]2[CH:18]=[C:17]([C:19]([O:21]C)=[O:20])[CH:16]=[CH:15][N:14]=2)[N:10]=[CH:9]1)(=O)=O.[Cl:23][C:24]1[CH:25]=[C:26]2[C:31](=[CH:32][CH:33]=1)[NH:30][CH2:29][CH2:28][CH2:27]2. No catalyst specified. The product is [Cl:23][C:24]1[CH:25]=[C:26]2[C:31](=[CH:32][CH:33]=1)[N:30]([CH2:6][CH2:7][N:8]1[CH:12]=[C:11]([C:13]3[CH:18]=[C:17]([C:19]([OH:21])=[O:20])[CH:16]=[CH:15][N:14]=3)[N:10]=[CH:9]1)[CH2:29][CH2:28][CH2:27]2. The yield is 0.0900. (6) The reactants are C[O:2][C:3]1[CH:8]=[CH:7][C:6]([C:9]2[CH:14]=[CH:13][CH:12]=[CH:11][N:10]=2)=[CH:5][N:4]=1.Cl. No catalyst specified. The product is [N:10]1[CH:11]=[CH:12][CH:13]=[CH:14][C:9]=1[C:6]1[CH:7]=[CH:8][C:3](=[O:2])[NH:4][CH:5]=1. The yield is 0.660.